This data is from Catalyst prediction with 721,799 reactions and 888 catalyst types from USPTO. The task is: Predict which catalyst facilitates the given reaction. (1) Reactant: [N:1]1[CH:6]=[CH:5][CH:4]=[N:3][C:2]=1[C:7]#[C:8][CH2:9][OH:10]. Product: [N:1]1[CH:6]=[CH:5][CH:4]=[N:3][C:2]=1[CH2:7][CH2:8][CH2:9][OH:10]. The catalyst class is: 78. (2) Reactant: CC1C=C(C)C=C(C)C=1S(O[C:14]1[C:19]([CH2:20][C:21]2[CH:26]=[CH:25][C:24]([O:27][CH2:28][CH2:29][O:30][CH2:31][CH2:32][C:33]([P:36]([O:41][CH2:42][CH3:43])([O:38][CH2:39][CH3:40])=[O:37])([F:35])[F:34])=[CH:23][C:22]=2[O:44][CH3:45])=[C:18]([CH3:46])[N:17]=[C:16]([NH2:47])[N:15]=1)(=O)=O.C(O)(C(F)(F)F)=O.[CH2:55]([NH2:60])[CH2:56][CH2:57][CH2:58][CH3:59]. Product: [NH2:47][C:16]1[N:17]=[C:18]([CH3:46])[C:19]([CH2:20][C:21]2[CH:26]=[CH:25][C:24]([O:27][CH2:28][CH2:29][O:30][CH2:31][CH2:32][C:33]([P:36](=[O:37])([O:38][CH2:39][CH3:40])[O:41][CH2:42][CH3:43])([F:35])[F:34])=[CH:23][C:22]=2[O:44][CH3:45])=[C:14]([NH:60][CH2:55][CH2:56][CH2:57][CH2:58][CH3:59])[N:15]=1. The catalyst class is: 25. (3) Reactant: [S:1]1[CH:5]=[CH:4][CH:3]=[C:2]1[C:6]([OH:8])=O.[Cl:9][C:10]1[CH:16]=[CH:15][C:13]([NH2:14])=[CH:12][CH:11]=1.CC[N:19]([CH:23]([CH3:25])C)[CH:20]([CH3:22])C.C(Cl)CCl.C1C=C[C:33]2N(O)N=[N:36][C:34]=2C=1. Product: [Cl:9][C:10]1[CH:16]=[CH:15][C:13]([NH:14][C:6]([C:2]2[S:1][CH:5]=[CH:4][C:3]=2[NH:36][CH2:34][C:33]2[CH:22]=[CH:20][N:19]=[CH:23][CH:25]=2)=[O:8])=[CH:12][CH:11]=1. The catalyst class is: 2. (4) Reactant: [CH2:1]([S:3]([NH:6][C:7]1[CH:8]=[C:9]([CH:36]=[CH:37][CH:38]=1)[O:10][C:11]1[CH:16]=[C:15]([F:17])[CH:14]=[C:13]([NH:18][C:19]2[CH:24]=[CH:23][C:22]([I:25])=[CH:21][C:20]=2[F:26])[C:12]=1[NH:27][S:28]([CH2:31][C:32](OC)=[O:33])(=[O:30])=[O:29])(=[O:5])=[O:4])[CH3:2].[H-].[H-].[H-].[H-].[Li+].[Al+3].C(OCC)(=O)C. Product: [CH2:1]([S:3]([NH:6][C:7]1[CH:8]=[C:9]([CH:36]=[CH:37][CH:38]=1)[O:10][C:11]1[CH:16]=[C:15]([F:17])[CH:14]=[C:13]([NH:18][C:19]2[CH:24]=[CH:23][C:22]([I:25])=[CH:21][C:20]=2[F:26])[C:12]=1[NH:27][S:28]([CH2:31][CH2:32][OH:33])(=[O:29])=[O:30])(=[O:5])=[O:4])[CH3:2]. The catalyst class is: 1. (5) Reactant: [C:1]([O:5][C:6]([N:8]1[CH2:13][CH2:12][CH:11]([CH:14]2[O:23][C:17]3=[CH:18][N:19]=[C:20](Cl)[CH:21]=[C:16]3[CH2:15]2)[CH2:10][CH2:9]1)=[O:7])([CH3:4])([CH3:3])[CH3:2].[OH:24][C:25]1[CH:30]=[N:29][CH:28]=[CH:27][N:26]=1. Product: [C:1]([O:5][C:6]([N:8]1[CH2:13][CH2:12][CH:11]([CH:14]2[O:23][C:17]3=[CH:18][N:19]=[C:20]([N:26]4[CH:27]=[CH:28][N:29]=[CH:30][C:25]4=[O:24])[CH:21]=[C:16]3[CH2:15]2)[CH2:10][CH2:9]1)=[O:7])([CH3:4])([CH3:3])[CH3:2]. The catalyst class is: 830. (6) Reactant: [C:1](Cl)(=[O:3])[CH3:2].C(N(CC)CC)C.[CH2:12]([N:14]([CH2:32][CH3:33])[CH2:15][CH2:16][NH:17][C@@H:18]1[CH2:22][CH2:21][N:20]([C:23]2[CH:28]=[CH:27][C:26]([N+:29]([O-:31])=[O:30])=[CH:25][CH:24]=2)[CH2:19]1)[CH3:13].O. Product: [CH2:32]([N:14]([CH2:12][CH3:13])[CH2:15][CH2:16][N:17]([C@@H:18]1[CH2:22][CH2:21][N:20]([C:23]2[CH:28]=[CH:27][C:26]([N+:29]([O-:31])=[O:30])=[CH:25][CH:24]=2)[CH2:19]1)[C:1](=[O:3])[CH3:2])[CH3:33]. The catalyst class is: 4. (7) Reactant: [OH:1][C:2]1[CH:7]=[CH:6][C:5]([NH:8][C:9](=[O:11])[CH3:10])=[CH:4][C:3]=1[C:12]1[N:13]([CH3:17])[N:14]=[CH:15][CH:16]=1.C(=O)([O-])[O-].[Cs+].[Cs+].[CH3:24][O:25][CH2:26][CH2:27]Br. Product: [CH3:24][O:25][CH2:26][CH2:27][O:1][C:2]1[CH:7]=[CH:6][C:5]([NH:8][C:9](=[O:11])[CH3:10])=[CH:4][C:3]=1[C:12]1[N:13]([CH3:17])[N:14]=[CH:15][CH:16]=1. The catalyst class is: 3. (8) Reactant: [CH3:1][O:2][C:3](=[O:11])[C:4]1[CH:9]=[CH:8][C:7]([NH2:10])=[CH:6][CH:5]=1.[Br:12][C:13]1[CH:14]=[C:15]([CH:18]=[C:19]([F:21])[CH:20]=1)[CH:16]=O.[CH2:22]=[C:23]([CH3:25])[CH3:24].FC(F)(F)S([O-])(=O)=O.[Yb+3].FC(F)(F)S([O-])(=O)=O.FC(F)(F)S([O-])(=O)=O. Product: [CH3:1][O:2][C:3]([C:4]1[CH:5]=[C:6]2[C:7](=[CH:8][CH:9]=1)[NH:10][CH:16]([C:15]1[CH:18]=[C:19]([F:21])[CH:20]=[C:13]([Br:12])[CH:14]=1)[CH2:22][C:23]2([CH3:25])[CH3:24])=[O:11]. The catalyst class is: 115. (9) Reactant: [Si:1]([O:8][CH2:9][C@H:10]1[O:15][C@:14]([C:18]2[CH:23]=[CH:22][C:21]([Cl:24])=[C:20]([CH2:25][C:26]3[CH:31]=[CH:30][C:29]([O:32][C:33]([F:36])([F:35])[F:34])=[CH:28][CH:27]=3)[CH:19]=2)([O:16][CH3:17])[C@H:13]([OH:37])[C@@H:12]([OH:38])[C@@H:11]1[OH:39])([C:4]([CH3:7])([CH3:6])[CH3:5])([CH3:3])[CH3:2].[H-].[Na+].[CH2:42](Br)[C:43]1[CH:48]=[CH:47][CH:46]=[CH:45][CH:44]=1. Product: [CH2:42]([O:39][C@H:11]1[C@H:12]([O:38][CH2:25][C:26]2[CH:31]=[CH:30][CH:29]=[CH:28][CH:27]=2)[C@@H:13]([O:37][CH2:14][C:18]2[CH:23]=[CH:22][CH:21]=[CH:20][CH:19]=2)[C@@:14]([C:18]2[CH:23]=[CH:22][C:21]([Cl:24])=[C:20]([CH2:25][C:26]3[CH:31]=[CH:30][C:29]([O:32][C:33]([F:36])([F:35])[F:34])=[CH:28][CH:27]=3)[CH:19]=2)([O:16][CH3:17])[O:15][C@@H:10]1[CH2:9][O:8][Si:1]([C:4]([CH3:6])([CH3:7])[CH3:5])([CH3:3])[CH3:2])[C:43]1[CH:48]=[CH:47][CH:46]=[CH:45][CH:44]=1. The catalyst class is: 3. (10) Reactant: [NH2:1][C:2]1[CH:24]=[CH:23][C:5]([O:6][C:7]2[CH:8]=[C:9]([NH:13][S:14]([C:17]3[CH:22]=[CH:21][CH:20]=[CH:19][CH:18]=3)(=[O:16])=[O:15])[CH:10]=[CH:11][CH:12]=2)=[CH:4][C:3]=1[CH2:25][NH:26][CH2:27][CH2:28][CH3:29].[N:30]#[C:31]Br. Product: [NH2:30][C:31]1[N:26]([CH2:27][CH2:28][CH3:29])[CH2:25][C:3]2[C:2](=[CH:24][CH:23]=[C:5]([O:6][C:7]3[CH:8]=[C:9]([NH:13][S:14]([C:17]4[CH:22]=[CH:21][CH:20]=[CH:19][CH:18]=4)(=[O:16])=[O:15])[CH:10]=[CH:11][CH:12]=3)[CH:4]=2)[N:1]=1. The catalyst class is: 8.